This data is from Peptide-MHC class I binding affinity with 185,985 pairs from IEDB/IMGT. The task is: Regression. Given a peptide amino acid sequence and an MHC pseudo amino acid sequence, predict their binding affinity value. This is MHC class I binding data. The peptide sequence is IAQSKGLYR. The MHC is HLA-A31:01 with pseudo-sequence HLA-A31:01. The binding affinity (normalized) is 0.576.